The task is: Predict the reaction yield, written as a fraction of the theoretical maximum amount of product (1.0 means a 100% yield; for example, 0.34 means a 34% yield).. This data is from Reaction yield outcomes from USPTO patents with 853,638 reactions. (1) The reactants are [CH2:1]([C:3]1[CH:4]=[CH:5][C:6]([F:10])=[C:7]([OH:9])[CH:8]=1)[CH3:2].[Si:11](Cl)([C:14]([CH3:17])([CH3:16])[CH3:15])([CH3:13])[CH3:12].N1C=CN=C1. The catalyst is CN(C=O)C. The product is [C:14]([Si:11]([O:9][C:7]1[CH:8]=[C:3]([CH2:1][CH3:2])[CH:4]=[CH:5][C:6]=1[F:10])([CH3:13])[CH3:12])([CH3:17])([CH3:16])[CH3:15]. The yield is 0.660. (2) The reactants are [CH2:1]([C:3]1[C:7]([CH:8](O)[CH2:9][CH:10]([CH3:12])[CH3:11])=[CH:6][N:5]([C:14]2[CH:19]=[CH:18][C:17]([O:20][CH3:21])=[CH:16][CH:15]=2)[N:4]=1)[CH3:2].[NH2:22][C:23]1[CH:28]=[CH:27][C:26]([C:29]([N:31]([CH3:39])[CH2:32][CH2:33][C:34]([O:36]CC)=[O:35])=[O:30])=[CH:25][CH:24]=1. No catalyst specified. The product is [CH2:1]([C:3]1[C:7]([CH:8]([NH:22][C:23]2[CH:24]=[CH:25][C:26]([C:29]([N:31]([CH3:39])[CH2:32][CH2:33][C:34]([OH:36])=[O:35])=[O:30])=[CH:27][CH:28]=2)[CH2:9][CH:10]([CH3:12])[CH3:11])=[CH:6][N:5]([C:14]2[CH:19]=[CH:18][C:17]([O:20][CH3:21])=[CH:16][CH:15]=2)[N:4]=1)[CH3:2]. The yield is 0.120. (3) The reactants are FC(F)(F)C(O)=O.[I:8][C:9]1[C:17]2[C:12](=[N:13][CH:14]=[C:15]([NH2:18])[CH:16]=2)[N:11]([S:19]([C:22]2[CH:27]=[CH:26][CH:25]=[CH:24][CH:23]=2)(=[O:21])=[O:20])[CH:10]=1.C(N(CC)CC)C.[CH2:35]([N:37]=[C:38]=[O:39])[CH3:36]. The yield is 1.00. The product is [CH2:35]([NH:37][C:38]([NH:18][C:15]1[CH:16]=[C:17]2[C:9]([I:8])=[CH:10][N:11]([S:19]([C:22]3[CH:27]=[CH:26][CH:25]=[CH:24][CH:23]=3)(=[O:21])=[O:20])[C:12]2=[N:13][CH:14]=1)=[O:39])[CH3:36]. The catalyst is ClCCl. (4) The reactants are [CH3:1][O:2][CH2:3][O:4][CH2:5][C:6]1[CH:11]=[CH:10][C:9]([C:12]2[CH:13]=[CH:14][C:15]([CH:18]=[O:19])=[N:16][CH:17]=2)=[CH:8][CH:7]=1.[CH2:20]([Mg]Br)[CH3:21].C(OCC)C.CCOC(C)=O.CCCCCC. The catalyst is C1COCC1. The product is [CH3:1][O:2][CH2:3][O:4][CH2:5][C:6]1[CH:7]=[CH:8][C:9]([C:12]2[CH:13]=[CH:14][C:15]([CH:18]([OH:19])[CH2:20][CH3:21])=[N:16][CH:17]=2)=[CH:10][CH:11]=1. The yield is 0.370. (5) The reactants are [CH2:1]([N:3]([CH2:11][C:12]1[N:13]=[C:14]2[S:21][C:20]([CH3:22])=[C:19]([CH:23]=[O:24])[N:15]2[C:16](=[O:18])[CH:17]=1)[C:4]1[CH:9]=[CH:8][C:7]([F:10])=[CH:6][CH:5]=1)[CH3:2].[CH3:25][Mg]Br. The catalyst is O1CCCC1. The product is [CH2:1]([N:3]([CH2:11][C:12]1[N:13]=[C:14]2[S:21][C:20]([CH3:22])=[C:19]([CH:23]([OH:24])[CH3:25])[N:15]2[C:16](=[O:18])[CH:17]=1)[C:4]1[CH:5]=[CH:6][C:7]([F:10])=[CH:8][CH:9]=1)[CH3:2]. The yield is 0.310. (6) The reactants are [N+:1]([C:4]1[CH:5]=[CH:6][C:7]2[CH2:13][CH2:12][CH2:11][CH2:10][N:9]([C:14](=[O:16])[CH3:15])[C:8]=2[CH:17]=1)([O-])=O. The catalyst is CCO.[Pd]. The product is [NH2:1][C:4]1[CH:5]=[CH:6][C:7]2[CH2:13][CH2:12][CH2:11][CH2:10][N:9]([C:14](=[O:16])[CH3:15])[C:8]=2[CH:17]=1. The yield is 0.900. (7) The reactants are CC1C=CC(S(O[CH2:12][CH:13]2[CH2:17][C:16]3[CH:18]=[CH:19][C:20]([Cl:29])=[C:21]([C:22]4[CH:27]=[CH:26][CH:25]=[CH:24][C:23]=4[CH3:28])[C:15]=3[O:14]2)(=O)=O)=CC=1.[N-:30]=[N+:31]=[N-:32].[Na+].N(CC1CC2C=C(Cl)C=C(C3C=CSC=3)C=2O1)=[N+]=[N-]. No catalyst specified. The product is [N:30]([CH2:12][CH:13]1[CH2:17][C:16]2[CH:18]=[CH:19][C:20]([Cl:29])=[C:21]([C:22]3[CH:27]=[CH:26][CH:25]=[CH:24][C:23]=3[CH3:28])[C:15]=2[O:14]1)=[N+:31]=[N-:32]. The yield is 0.990. (8) The reactants are [F:1][CH:2]([F:23])[C:3]1[N:8]2[CH:9]=[N:10][C:11](I)=[C:7]2[N:6]=[C:5]([C:13]2[CH:18]=[CH:17][C:16]([C:19]([F:22])([F:21])[F:20])=[CH:15][CH:14]=2)[CH:4]=1.[CH3:24][Si:25]([C:28]#[CH:29])([CH3:27])[CH3:26].C(N(CC)CC)C. The catalyst is CN(C)C=O.Cl[Pd](Cl)([P](C1C=CC=CC=1)(C1C=CC=CC=1)C1C=CC=CC=1)[P](C1C=CC=CC=1)(C1C=CC=CC=1)C1C=CC=CC=1.[Cu]I.C1C=CC(P(C2C=CC=CC=2)C2C=CC=CC=2)=CC=1. The product is [F:1][CH:2]([F:23])[C:3]1[N:8]2[CH:9]=[N:10][C:11]([C:29]#[C:28][Si:25]([CH3:27])([CH3:26])[CH3:24])=[C:7]2[N:6]=[C:5]([C:13]2[CH:18]=[CH:17][C:16]([C:19]([F:22])([F:21])[F:20])=[CH:15][CH:14]=2)[CH:4]=1. The yield is 0.690. (9) The yield is 0.640. The product is [O:4]1[C:5]2[C:14](=[CH:13][CH:12]=[C:7]([C:8]([O:10][CH3:11])=[O:9])[CH:6]=2)[CH:15]=[CH:16][CH2:1]1. The catalyst is C(Cl)Cl.C(P(C1CCCCC1)(C1CCCCC1)C1CCCCC1)(P(C1CCCCC1)(C1CCCCC1)C1CCCCC1)C1C=CC=CC=1.Cl[Ru]Cl. The reactants are [CH2:1]([O:4][C:5]1[CH:6]=[C:7]([CH:12]=[CH:13][C:14]=1[CH:15]=[CH2:16])[C:8]([O:10][CH3:11])=[O:9])C=C.